From a dataset of Forward reaction prediction with 1.9M reactions from USPTO patents (1976-2016). Predict the product of the given reaction. (1) Given the reactants [Cl:1][C:2]1[CH:12]=[CH:11][C:5]([CH:6]=[CH:7][N+:8]([O-:10])=[O:9])=[CH:4][CH:3]=1.[C:13]([O:20][CH3:21])(=[O:19])[CH2:14][C:15]([O:17][CH3:18])=[O:16], predict the reaction product. The product is: [Cl:1][C:2]1[CH:12]=[CH:11][C:5]([CH:6]([CH2:7][N+:8]([O-:10])=[O:9])[CH:14]([C:13]([O:20][CH3:21])=[O:19])[C:15]([O:17][CH3:18])=[O:16])=[CH:4][CH:3]=1. (2) Given the reactants [C:1]([C:3]1[C:4]([CH3:16])=[CH:5][C:6]([C:11]([O:13]CC)=[O:12])=[N:7][C:8]=1[O:9][CH3:10])#[N:2].[OH-].[Na+], predict the reaction product. The product is: [C:1]([C:3]1[C:4]([CH3:16])=[CH:5][C:6]([C:11]([OH:13])=[O:12])=[N:7][C:8]=1[O:9][CH3:10])#[N:2]. (3) Given the reactants O=[C:2]([C:6]1[CH:11]=[CH:10][CH:9]=[CH:8][CH:7]=1)[C:3]([OH:5])=O.[C:12]1([NH2:19])[C:13]([NH2:18])=[CH:14][CH:15]=[CH:16][CH:17]=1, predict the reaction product. The product is: [C:6]1([C:2]2[C:3]([OH:5])=[N:18][C:13]3[C:12]([N:19]=2)=[CH:17][CH:16]=[CH:15][CH:14]=3)[CH:11]=[CH:10][CH:9]=[CH:8][CH:7]=1.